The task is: Predict the product of the given reaction.. This data is from Forward reaction prediction with 1.9M reactions from USPTO patents (1976-2016). (1) The product is: [CH3:22][O:21][C:19]([C:18]1[CH:23]=[CH:24][C:15]([NH:14][C:2]2[C:7]3=[N:8][O:9][N:10]=[C:6]3[C:5]([S:11]([NH:14][C:15]3[CH:24]=[CH:23][C:18]([C:19]([O:21][CH3:22])=[O:20])=[CH:17][CH:16]=3)(=[O:13])=[O:12])=[CH:4][CH:3]=2)=[CH:16][CH:17]=1)=[O:20]. Given the reactants Cl[C:2]1[C:7]2=[N:8][O:9][N:10]=[C:6]2[C:5]([S:11]([NH:14][C:15]2[CH:24]=[CH:23][C:18]([C:19]([O:21][CH3:22])=[O:20])=[CH:17][CH:16]=2)(=[O:13])=[O:12])=[CH:4][CH:3]=1, predict the reaction product. (2) Given the reactants Cl[C:2]1[N:7]=[CH:6][N:5]=[C:4]([NH:8][C:9]2[CH:10]=[CH:11][C:12]([N:17]3[CH2:22][CH2:21][N:20]([CH:23]4[CH2:26][O:25][CH2:24]4)[CH2:19][CH2:18]3)=[C:13]([CH:16]=2)[C:14]#[N:15])[N:3]=1.[O:27]1[CH2:32][CH2:31][CH:30]([O:33][C:34]2[CH:41]=[CH:40][C:39](B3OC(C)(C)C(C)(C)O3)=[CH:38][C:35]=2[C:36]#[N:37])[CH2:29][CH2:28]1.C(=O)([O-])[O-].[Na+].[Na+], predict the reaction product. The product is: [C:36]([C:35]1[CH:38]=[C:39]([C:2]2[N:7]=[CH:6][N:5]=[C:4]([NH:8][C:9]3[CH:10]=[CH:11][C:12]([N:17]4[CH2:22][CH2:21][N:20]([CH:23]5[CH2:26][O:25][CH2:24]5)[CH2:19][CH2:18]4)=[C:13]([CH:16]=3)[C:14]#[N:15])[N:3]=2)[CH:40]=[CH:41][C:34]=1[O:33][CH:30]1[CH2:31][CH2:32][O:27][CH2:28][CH2:29]1)#[N:37]. (3) Given the reactants [Br:1][C:2]1[CH:3]=[CH:4][C:5]2[O:9][C:8]([C:10](=[O:12])[NH2:11])=[C:7]([NH:13][C:14]([CH:16]3[CH2:19]N(C(OC(C)(C)C)=O)C3)=[O:15])[C:6]=2[CH:27]=1.[C:28]([O:32][C:33]([N:35]1C[C@H](O)C[C@H:36]1[C:37](O)=[O:38])=[O:34])([CH3:31])([CH3:30])[CH3:29].C(N1CC(C(O)=O)C1)(OC(C)(C)C)=O, predict the reaction product. The product is: [NH2:11][C:10]([C:8]1[O:9][C:5]2[CH:4]=[CH:3][C:2]([Br:1])=[CH:27][C:6]=2[C:7]=1[NH:13][C:14]([C@@H:16]1[CH2:19][C@@H:37]([OH:38])[CH2:36][N:35]1[C:33]([O:32][C:28]([CH3:31])([CH3:30])[CH3:29])=[O:34])=[O:15])=[O:12]. (4) Given the reactants [Br:1][C:2]1[CH:7]=[CH:6][C:5](I)=[CH:4][C:3]=1[CH3:9].[NH2:10][CH2:11][CH2:12][OH:13].N1CCC[C@H]1C(O)=O.C([O-])([O-])=O.[K+].[K+], predict the reaction product. The product is: [Br:1][C:2]1[CH:7]=[CH:6][C:5]([NH:10][CH2:11][CH2:12][OH:13])=[CH:4][C:3]=1[CH3:9]. (5) Given the reactants [CH3:1][O:2][C:3](=[O:23])[CH2:4][NH:5][C:6]1[CH:7]=[N:8][CH:9]=[CH:10][C:11]=1[C:12]1[CH:17]=[CH:16][CH:15]=[CH:14][C:13]=1[O:18][C:19]([F:22])([F:21])[F:20].FC1C=CC=C(OC)C=1C1C=CN=CC=1N(CC(F)(F)F)[C:40](=[O:55])[C:41]1[CH:46]=[C:45]([C:47]([F:50])([F:49])[F:48])[CH:44]=[C:43]([S:51]([CH3:54])(=[O:53])=[O:52])[CH:42]=1, predict the reaction product. The product is: [CH3:1][O:2][C:3](=[O:23])[CH2:4][N:5]([C:40](=[O:55])[C:41]1[CH:46]=[C:45]([C:47]([F:50])([F:48])[F:49])[CH:44]=[C:43]([S:51]([CH3:54])(=[O:53])=[O:52])[CH:42]=1)[C:6]1[CH:7]=[N:8][CH:9]=[CH:10][C:11]=1[C:12]1[CH:17]=[CH:16][CH:15]=[CH:14][C:13]=1[O:18][C:19]([F:20])([F:21])[F:22]. (6) Given the reactants [F:1][C:2]([F:7])([F:6])[C:3]([OH:5])=[O:4].[F:8][C:9]([F:14])([F:13])[C:10]([OH:12])=[O:11].FC(F)(F)C(O)=O.[Cl:22][C:23]1[CH:24]=[N:25][C:26]2[NH:27][C:28]3[CH:29]=[N:30][CH:31]=[C:32]([CH:54]=3)[CH2:33][CH2:34][C:35]3[CH:43]=[C:39]([NH:40][C:41]=1[N:42]=2)[CH:38]=[CH:37][C:36]=3[NH:44][C:45](=[O:53])[CH2:46][C@@H:47]1[CH2:52][CH2:51][CH2:50][NH:49][CH2:48]1.[C:55](Cl)(=[O:62])[C:56]1[CH:61]=[CH:60][CH:59]=[CH:58][CH:57]=1, predict the reaction product. The product is: [F:1][C:2]([F:7])([F:6])[C:3]([OH:5])=[O:4].[F:8][C:9]([F:14])([F:13])[C:10]([OH:12])=[O:11].[C:55]([N:49]1[CH2:50][CH2:51][CH2:52][C@@H:47]([CH2:46][C:45]([NH:44][C:36]2[CH:37]=[CH:38][C:39]3[NH:40][C:41]4[N:42]=[C:26]([NH:27][C:28]5[CH:29]=[N:30][CH:31]=[C:32]([CH:54]=5)[CH2:33][CH2:34][C:35]=2[CH:43]=3)[N:25]=[CH:24][C:23]=4[Cl:22])=[O:53])[CH2:48]1)(=[O:62])[C:56]1[CH:61]=[CH:60][CH:59]=[CH:58][CH:57]=1. (7) Given the reactants Cl.C[O:3][C:4](=[O:38])[C:5]1[CH:10]=[CH:9][C:8]([O:11][C:12]2[CH:17]=[CH:16][C:15]([CH2:18][C@H:19]([NH2:37])[C:20]3[N:21]([CH2:33][CH2:34][CH2:35][CH3:36])[CH:22]=[C:23]([C:25]4[CH:30]=[CH:29][C:28]([Cl:31])=[CH:27][C:26]=4[Cl:32])[N:24]=3)=[CH:14][CH:13]=2)=[CH:7][CH:6]=1.[F:39][C:40]1[CH:45]=[CH:44][C:43]([N:46]=[C:47]=[O:48])=[CH:42][CH:41]=1.NC(N)=O, predict the reaction product. The product is: [CH2:33]([N:21]1[CH:22]=[C:23]([C:25]2[CH:30]=[CH:29][C:28]([Cl:31])=[CH:27][C:26]=2[Cl:32])[N:24]=[C:20]1[C@@H:19]([NH:37][C:47]([NH:46][C:43]1[CH:44]=[CH:45][C:40]([F:39])=[CH:41][CH:42]=1)=[O:48])[CH2:18][C:15]1[CH:16]=[CH:17][C:12]([O:11][C:8]2[CH:9]=[CH:10][C:5]([C:4]([OH:3])=[O:38])=[CH:6][CH:7]=2)=[CH:13][CH:14]=1)[CH2:34][CH2:35][CH3:36].